Dataset: Forward reaction prediction with 1.9M reactions from USPTO patents (1976-2016). Task: Predict the product of the given reaction. The product is: [C:27]([O:31][C:32]([N:34]1[CH2:39][CH2:38][CH:37]([O:40][C:41]2[CH:46]=[CH:45][C:44]([C:20]3[CH:25]=[CH:24][C:23]([F:26])=[CH:22][CH:21]=3)=[CH:43][N:42]=2)[CH2:36][CH2:35]1)=[O:33])([CH3:30])([CH3:29])[CH3:28]. Given the reactants C(OC(N1CCN(C2N=CC([C:20]3[CH:25]=[CH:24][C:23]([F:26])=[CH:22][CH:21]=3)=CN=2)CC1)=O)(C)(C)C.[C:27]([O:31][C:32]([N:34]1[CH2:39][CH2:38][CH:37]([O:40][C:41]2[CH:46]=[CH:45][C:44](Br)=[CH:43][N:42]=2)[CH2:36][CH2:35]1)=[O:33])([CH3:30])([CH3:29])[CH3:28].FC1C=CC(B(O)O)=CC=1, predict the reaction product.